This data is from Peptide-MHC class I binding affinity with 185,985 pairs from IEDB/IMGT. The task is: Regression. Given a peptide amino acid sequence and an MHC pseudo amino acid sequence, predict their binding affinity value. This is MHC class I binding data. (1) The peptide sequence is YTISSESLVY. The MHC is HLA-A68:01 with pseudo-sequence HLA-A68:01. The binding affinity (normalized) is 0.717. (2) The MHC is HLA-B54:01 with pseudo-sequence HLA-B54:01. The peptide sequence is PPIPVGDIY. The binding affinity (normalized) is 0.